Dataset: Catalyst prediction with 721,799 reactions and 888 catalyst types from USPTO. Task: Predict which catalyst facilitates the given reaction. (1) Product: [NH2:26][C:24]1[C:23]([O:27][CH3:28])=[CH:22][N:21]=[C:20]([C:3]2[C:2]([C:30]#[N:31])=[C:6]([CH3:7])[N:5]([CH2:8][C:9]3[C:14]([F:15])=[CH:13][C:12]([O:16][CH2:17][CH3:18])=[CH:11][C:10]=3[F:19])[N:4]=2)[N:25]=1. The catalyst class is: 3. Reactant: Br[C:2]1[C:3]([C:20]2[N:25]=[C:24]([NH2:26])[C:23]([O:27][CH3:28])=[CH:22][N:21]=2)=[N:4][N:5]([CH2:8][C:9]2[C:14]([F:15])=[CH:13][C:12]([O:16][CH2:17][CH3:18])=[CH:11][C:10]=2[F:19])[C:6]=1[CH3:7].[Cu][C:30]#[N:31].N.C(OCC)(=O)C. (2) Reactant: [C:1]([C:3]([C:6]1[CH:7]=[C:8]([CH:11]=[C:12]([C:14]([CH3:18])([C:16]#[N:17])[CH3:15])[CH:13]=1)[CH2:9][Br:10])([CH3:5])[CH3:4])#[N:2].[NH2:19][N:20]1[CH:24]=[N:23][N:22]=[CH:21]1. Product: [Br-:10].[NH2:19][N:20]1[CH:24]=[N+:23]([CH2:9][C:8]2[CH:11]=[C:12]([C:14]([CH3:18])([CH3:15])[C:16]#[N:17])[CH:13]=[C:6]([C:3]([CH3:5])([CH3:4])[C:1]#[N:2])[CH:7]=2)[N:22]=[CH:21]1. The catalyst class is: 32. (3) Reactant: [NH2:1][CH2:2][CH:3]([NH:14][C:15](=[O:21])[O:16][C:17]([CH3:20])([CH3:19])[CH3:18])[C:4]1[CH:9]=[CH:8][CH:7]=[C:6]([C:10]([F:13])([F:12])[F:11])[CH:5]=1.C(N(CC)C(C)C)(C)C.[C:31](Cl)(=[O:33])[CH3:32]. Product: [C:31]([NH:1][CH2:2][CH:3]([NH:14][C:15](=[O:21])[O:16][C:17]([CH3:18])([CH3:20])[CH3:19])[C:4]1[CH:9]=[CH:8][CH:7]=[C:6]([C:10]([F:13])([F:12])[F:11])[CH:5]=1)(=[O:33])[CH3:32]. The catalyst class is: 96. (4) Reactant: [Cl:1][C:2]1[CH:7]=[CH:6][C:5]([C:8]2[N:12]([CH:13]([CH:26]3[CH2:30][CH2:29][CH2:28][CH2:27]3)[CH2:14][O:15][C:16]3[C:23]([CH3:24])=[CH:22][C:19]([C:20]#[N:21])=[CH:18][C:17]=3[CH3:25])[C:11]3[CH:31]=[C:32]([F:36])[C:33]([F:35])=[CH:34][C:10]=3[N:9]=2)=[CH:4][CH:3]=1.Cl.C(N(CC)CC)C.[N-:45]=[N+:46]=[N-:47].[Na+].Cl. Product: [Cl:1][C:2]1[CH:7]=[CH:6][C:5]([C:8]2[N:12]([CH:13]([CH:26]3[CH2:30][CH2:29][CH2:28][CH2:27]3)[CH2:14][O:15][C:16]3[C:23]([CH3:24])=[CH:22][C:19]([C:20]4[NH:47][N:46]=[N:45][N:21]=4)=[CH:18][C:17]=3[CH3:25])[C:11]3[CH:31]=[C:32]([F:36])[C:33]([F:35])=[CH:34][C:10]=3[N:9]=2)=[CH:4][CH:3]=1. The catalyst class is: 673.